This data is from Reaction yield outcomes from USPTO patents with 853,638 reactions. The task is: Predict the reaction yield, written as a fraction of the theoretical maximum amount of product (1.0 means a 100% yield; for example, 0.34 means a 34% yield). (1) The reactants are C1(P(C2C=CC=CC=2)C2C=CC=CC=2)C=CC=CC=1.Br[C:21]1[S:22][CH:23]=[CH:24][N:25]=1.C(=O)([O-])[O-].[K+].[K+].O.[CH3:33][C:34]([CH3:38])([CH3:37])[C:35]#[CH:36]. The catalyst is COCCOC.C1COCC1.C([O-])(=O)C.[Pd+2].C([O-])(=O)C.[Cu]I.C(OCC)(=O)C.CCCCCC. The product is [CH3:33][C:34]([CH3:38])([CH3:37])[C:35]#[C:36][C:21]1[S:22][CH:23]=[CH:24][N:25]=1. The yield is 0.280. (2) The reactants are C(N(CC)CC)C.[CH3:8][Si:9]([C:12]#[CH:13])([CH3:11])[CH3:10].Br[C:15]1[N:20]=[CH:19][C:18]([N:21]2[C:30]3[N:31]4[CH:37]=[CH:36][CH:35]=[CH:34][C:32]4=[N:33][C:29]=3[C:28]3[C:23](=[CH:24][CH:25]=[CH:26][CH:27]=3)[C:22]2=[O:38])=[CH:17][CH:16]=1. The catalyst is CN(C=O)C.[Cu]I.Cl[Pd](Cl)([P](C1C=CC=CC=1)(C1C=CC=CC=1)C1C=CC=CC=1)[P](C1C=CC=CC=1)(C1C=CC=CC=1)C1C=CC=CC=1. The product is [CH3:8][Si:9]([C:12]#[C:13][C:15]1[N:20]=[CH:19][C:18]([N:21]2[C:30]3[N:31]4[CH:37]=[CH:36][CH:35]=[CH:34][C:32]4=[N:33][C:29]=3[C:28]3[C:23](=[CH:24][CH:25]=[CH:26][CH:27]=3)[C:22]2=[O:38])=[CH:17][CH:16]=1)([CH3:11])[CH3:10]. The yield is 0.960.